Dataset: Catalyst prediction with 721,799 reactions and 888 catalyst types from USPTO. Task: Predict which catalyst facilitates the given reaction. (1) Reactant: [CH3:1][O:2][C:3]1[CH:4]=[CH:5][C:6]2[N:12]3[CH:13]=[N:14][C:15]([C:16]([OH:18])=[O:17])=[C:11]3[C@@H:10]3[CH2:19][CH2:20][CH2:21][N:9]3[C:8](=[O:22])[C:7]=2[CH:23]=1.S(Cl)(Cl)=O.CO.[CH3:30]CN(CC)CC. Product: [CH3:1][O:2][C:3]1[CH:4]=[CH:5][C:6]2[N:12]3[CH:13]=[N:14][C:15]([C:16]([O:18][CH3:30])=[O:17])=[C:11]3[C@@H:10]3[CH2:19][CH2:20][CH2:21][N:9]3[C:8](=[O:22])[C:7]=2[CH:23]=1. The catalyst class is: 2. (2) Reactant: C([O:3][C:4]([C:6]1[N:7]=[CH:8][S:9][C:10]=1[C:11]1[CH:16]=[CH:15][CH:14]=[CH:13][CH:12]=1)=O)C.[H-].[H-].[H-].[H-].[Li+].[Al+3]. Product: [C:11]1([C:10]2[S:9][CH:8]=[N:7][C:6]=2[CH2:4][OH:3])[CH:12]=[CH:13][CH:14]=[CH:15][CH:16]=1. The catalyst class is: 7. (3) Reactant: [CH3:1][C:2]1[N:11]=[CH:10][CH:9]=[CH:8][C:3]=1[C:4]([O:6][CH3:7])=[O:5].Br[CH:13]([CH3:17])[C:14](=O)[CH3:15]. Product: [CH3:7][O:6][C:4]([C:3]1[C:2]2[N:11]([C:13]([CH3:17])=[C:14]([CH3:15])[CH:1]=2)[CH:10]=[CH:9][CH:8]=1)=[O:5]. The catalyst class is: 21. (4) Reactant: [Si:1]([O:8][CH2:9][C:10]1[CH:11]=[C:12]2[C:17](=[CH:18][CH:19]=1)[CH:16]=[C:15]([CH2:20][CH2:21][CH2:22][OH:23])[CH:14]=[CH:13]2)([C:4]([CH3:7])([CH3:6])[CH3:5])([CH3:3])[CH3:2].CC(OI1(OC(C)=O)(OC(C)=O)OC(=O)C2C=CC=CC1=2)=O.S([O-])([O-])(=O)=S.[Na+].[Na+].C(=O)(O)[O-].[Na+]. Product: [Si:1]([O:8][CH2:9][C:10]1[CH:11]=[C:12]2[C:17](=[CH:18][CH:19]=1)[CH:16]=[C:15]([CH2:20][CH2:21][CH:22]=[O:23])[CH:14]=[CH:13]2)([C:4]([CH3:7])([CH3:6])[CH3:5])([CH3:3])[CH3:2]. The catalyst class is: 4. (5) Reactant: Cl[C:2]1[C:7]([C:8]#[N:9])=[CH:6][N:5]=[C:4]2[C:10]3[CH:16]=[CH:15][CH:14]=[CH:13][C:11]=3[S:12][C:3]=12.[NH2:17][C:18]1[CH:23]=[C:22]([OH:24])[C:21]([CH3:25])=[CH:20][CH:19]=1. Product: [OH:24][C:22]1[CH:23]=[C:18]([NH:17][C:2]2[C:7]([C:8]#[N:9])=[CH:6][N:5]=[C:4]3[C:10]4[CH:16]=[CH:15][CH:14]=[CH:13][C:11]=4[S:12][C:3]=23)[CH:19]=[CH:20][C:21]=1[CH3:25]. The catalyst class is: 486.